From a dataset of Full USPTO retrosynthesis dataset with 1.9M reactions from patents (1976-2016). Predict the reactants needed to synthesize the given product. (1) Given the product [OH:19][C@@H:18]([CH2:17][CH2:16][N:11]1[C:12](=[O:15])[CH:13]=[N:14][C:9]2[CH:8]=[CH:7][C:6]([O:5][CH3:4])=[N:21][C:10]1=2)[CH2:20][NH:22][C@H:23]1[CH2:27][N:26]([C:28]2[CH:29]=[CH:30][C:31]3[O:32][CH2:33][C:34](=[O:38])[NH:35][C:36]=3[N:37]=2)[C:25](=[O:39])[CH2:24]1, predict the reactants needed to synthesize it. The reactants are: C(O)C.[CH3:4][O:5][C:6]1[CH:7]=[CH:8][C:9]2[N:14]=[CH:13][C:12](=[O:15])[N:11]([CH2:16][CH2:17][C@H:18]3[CH2:20][O:19]3)[C:10]=2[N:21]=1.[NH2:22][C@H:23]1[CH2:27][N:26]([C:28]2[CH:29]=[CH:30][C:31]3[O:32][CH2:33][C:34](=[O:38])[NH:35][C:36]=3[N:37]=2)[C:25](=[O:39])[CH2:24]1.C(OC(=O)N[C@@H]1CC(=O)NC1)(C)(C)C. (2) Given the product [CH3:23][N:24]1[CH2:33][CH:32]([C:34]2[CH:35]=[N:36][CH:37]=[CH:38][CH:39]=2)[C:31]2[C:26](=[CH:27][C:28]([O:40][CH2:42][CH2:43][CH2:22][N:7]3[CH2:6][CH2:15][CH2:10][CH2:9][CH2:8]3)=[CH:29][CH:30]=2)[CH2:25]1, predict the reactants needed to synthesize it. The reactants are: ClCCCO[CH:6]1[C:15]2[C:10](=CC=CC=2)[CH:9](C2C=NC=CC=2)[CH2:8][N:7]1[CH3:22].[CH3:23][N:24]1[CH2:33][CH:32]([C:34]2[CH:35]=[N:36][CH:37]=[CH:38][CH:39]=2)[C:31]2[C:26](=[CH:27][C:28]([OH:40])=[CH:29][CH:30]=2)[CH2:25]1.Br[CH2:42][CH2:43]CCl.C([O-])([O-])=O.[K+].[K+]. (3) Given the product [C:1]([C:5]1[CH:10]=[CH:9][C:8]([CH2:11][CH2:12][N:14]([CH3:15])[CH3:16])=[C:7]([O:17][CH3:18])[CH:6]=1)([CH3:4])([CH3:2])[CH3:3], predict the reactants needed to synthesize it. The reactants are: [C:1]([C:5]1[CH:10]=[CH:9][C:8]([CH2:11][C:12]([N:14]([CH3:16])[CH3:15])=O)=[C:7]([O:17][CH3:18])[CH:6]=1)([CH3:4])([CH3:3])[CH3:2].[H-].[Al+3].[Li+].[H-].[H-].[H-].CCOC(C)=O.[OH-].[Na+]. (4) Given the product [CH3:29][C:2]1([CH3:1])[O:7][CH2:6][C:5]2=[CH:8][C:9]([NH:11][C:12]3[C:13](=[O:28])[N:14]([CH3:27])[CH:15]=[C:16]([C:31]4[CH:36]=[CH:35][N:34]=[C:33]([N:37]5[N:48]=[CH:47][C:46]6[C:45]7[CH2:44][C:43]([CH3:49])([CH3:50])[CH2:42][C:41]=7[S:40][C:39]=6[C:38]5=[O:51])[C:32]=4[CH:52]=[O:53])[CH:17]=3)=[N:10][N:4]2[CH2:3]1, predict the reactants needed to synthesize it. The reactants are: [CH3:1][C:2]1([CH3:29])[O:7][CH2:6][C:5]2=[CH:8][C:9]([NH:11][C:12]3[C:13](=[O:28])[N:14]([CH3:27])[CH:15]=[C:16](B4OC(C)(C)C(C)(C)O4)[CH:17]=3)=[N:10][N:4]2[CH2:3]1.Cl[C:31]1[CH:36]=[CH:35][N:34]=[C:33]([N:37]2[N:48]=[CH:47][C:46]3[C:45]4[CH2:44][C:43]([CH3:50])([CH3:49])[CH2:42][C:41]=4[S:40][C:39]=3[C:38]2=[O:51])[C:32]=1[CH:52]=[O:53].[O-]P([O-])([O-])=O.[K+].[K+].[K+].C([O-])(=O)C.[Na+]. (5) Given the product [CH3:13][O:12][C:9]1[CH:10]=[C:11]2[C:6](=[CH:7][C:8]=1[O:14][CH3:15])[N:5]=[CH:4][CH:3]=[C:2]2[O:28][C:20]1[CH:19]=[CH:18][C:17]([CH3:16])=[CH:27][C:21]=1[C:22]([O:24][CH2:25][CH3:26])=[O:23], predict the reactants needed to synthesize it. The reactants are: Cl[C:2]1[C:11]2[C:6](=[CH:7][C:8]([O:14][CH3:15])=[C:9]([O:12][CH3:13])[CH:10]=2)[N:5]=[CH:4][CH:3]=1.[CH3:16][C:17]1[CH:27]=[C:21]([C:22]([O:24][CH2:25][CH3:26])=[O:23])[C:20]([OH:28])=[CH:19][CH:18]=1. (6) Given the product [CH2:20]1[C:19]2([CH2:24][CH2:25][CH2:26][C:17]([CH2:16][O:15][C:12]3[CH:11]=[CH:10][C:9]([C@H:5]([C:6]#[C:7][CH3:8])[CH2:4][C:3]([OH:27])=[O:2])=[CH:14][CH:13]=3)=[CH:18]2)[CH2:23][CH2:22][CH2:21]1, predict the reactants needed to synthesize it. The reactants are: C[O:2][C:3](=[O:27])[CH2:4][C@H:5]([C:9]1[CH:14]=[CH:13][C:12]([O:15][CH2:16][C:17]2[CH2:26][CH2:25][CH2:24][C:19]3([CH2:23][CH2:22][CH2:21][CH2:20]3)[CH:18]=2)=[CH:11][CH:10]=1)[C:6]#[C:7][CH3:8].O1CCCC1.[OH-].[Na+].Cl. (7) Given the product [Cl:11][C:6]1[C:7]2[CH:8]=[CH:9][N:12]([C@H:13]([CH3:16])[CH2:14][OH:15])[C:2]=2[N:3]=[CH:4][N:5]=1, predict the reactants needed to synthesize it. The reactants are: Cl[C:2]1[C:7]([CH2:8][CH:9]=O)=[C:6]([Cl:11])[N:5]=[CH:4][N:3]=1.[NH2:12][C@H:13]([CH3:16])[CH2:14][OH:15]. (8) Given the product [CH3:1][O:2][C:3]([C:5]1([CH:13]=[N:29][O:28][CH2:21][C:22]2[CH:27]=[CH:26][CH:25]=[CH:24][CH:23]=2)[CH2:6][C@H:7]([CH3:12])[CH2:8][C@H:9]([CH3:11])[CH2:10]1)=[O:4], predict the reactants needed to synthesize it. The reactants are: [CH3:1][O:2][C:3]([C:5]1([CH:13]=O)[CH2:10][C@H:9]([CH3:11])[CH2:8][C@H:7]([CH3:12])[CH2:6]1)=[O:4].C([O-])(=O)C.[Na+].Cl.[CH2:21]([O:28][NH2:29])[C:22]1[CH:27]=[CH:26][CH:25]=[CH:24][CH:23]=1. (9) Given the product [C:14]([C:16]([CH3:26])=[CH:17][C@@H:18]1[C@@H:20]([C:21]([O:7][CH2:6][C:5]2[C:4]([F:12])=[C:3]([F:13])[C:2]([CH3:1])=[C:9]([F:10])[C:8]=2[F:11])=[O:22])[C:19]1([CH3:25])[CH3:24])#[N:15], predict the reactants needed to synthesize it. The reactants are: [CH3:1][C:2]1[C:9]([F:10])=[C:8]([F:11])[C:5]([CH2:6][OH:7])=[C:4]([F:12])[C:3]=1[F:13].[C:14]([C:16]([CH3:26])=[CH:17][C@@H:18]1[C@@H:20]([C:21](O)=[O:22])[C:19]1([CH3:25])[CH3:24])#[N:15].